From a dataset of Forward reaction prediction with 1.9M reactions from USPTO patents (1976-2016). Predict the product of the given reaction. (1) Given the reactants [NH2:1][C:2]1[CH:33]=[CH:32][C:31]([Cl:34])=[CH:30][C:3]=1[C:4]([N:6]([CH2:19][C:20]1[CH:25]=[CH:24][C:23]([C:26]([CH3:29])([CH3:28])[CH3:27])=[CH:22][CH:21]=1)[CH2:7][CH2:8][C:9]1[CH:14]=[CH:13][CH:12]=[C:11]([C:15]([F:18])([F:17])[F:16])[CH:10]=1)=[O:5].Br[CH2:36][C:37]#[N:38].[Na].[H][H], predict the reaction product. The product is: [C:26]([C:23]1[CH:24]=[CH:25][C:20]([CH2:19][N:6]([CH2:7][CH2:8][C:9]2[CH:14]=[CH:13][CH:12]=[C:11]([C:15]([F:16])([F:17])[F:18])[CH:10]=2)[C:4](=[O:5])[C:3]2[CH:30]=[C:31]([Cl:34])[CH:32]=[CH:33][C:2]=2[NH:1][CH2:36][C:37]#[N:38])=[CH:21][CH:22]=1)([CH3:29])([CH3:28])[CH3:27]. (2) Given the reactants [F:1][CH:2]([F:34])[C:3]1[C:11]2[C:6](=[CH:7][C:8]([F:12])=[CH:9][CH:10]=2)[N:5]([S:13]([C:16]2[C:25]3[C:20](=[CH:21][CH:22]=[CH:23][CH:24]=3)[C:19]([O:26][CH3:27])=[C:18]([N:28]3[CH2:33][CH2:32][NH:31][CH2:30][CH2:29]3)[CH:17]=2)(=[O:15])=[O:14])[CH:4]=1.[C:35]([BH3-])#N.[Na+].C=O, predict the reaction product. The product is: [F:34][CH:2]([F:1])[C:3]1[C:11]2[C:6](=[CH:7][C:8]([F:12])=[CH:9][CH:10]=2)[N:5]([S:13]([C:16]2[C:25]3[C:20](=[CH:21][CH:22]=[CH:23][CH:24]=3)[C:19]([O:26][CH3:27])=[C:18]([N:28]3[CH2:33][CH2:32][N:31]([CH3:35])[CH2:30][CH2:29]3)[CH:17]=2)(=[O:15])=[O:14])[CH:4]=1. (3) Given the reactants CC(C)([O-])C.[Na+].[Br:7][C:8]1[CH:20]=[CH:19][C:18]2[C:17]3[C:12](=[CH:13][C:14]([Br:21])=[CH:15][CH:16]=3)[CH2:11][C:10]=2[CH:9]=1.[C:22](=S)=[S:23].CI.[CH3:27][S:28]([CH3:30])=O, predict the reaction product. The product is: [Br:7][C:8]1[CH:20]=[CH:19][C:18]2[C:17]3[C:12](=[CH:13][C:14]([Br:21])=[CH:15][CH:16]=3)[C:11](=[C:27]([S:23][CH3:22])[S:28][CH3:30])[C:10]=2[CH:9]=1. (4) Given the reactants [Cl:1][C:2]1[CH:7]=[C:6]([Cl:8])[CH:5]=[CH:4][C:3]=1[C:9]1[N:10]=[C:11]([CH2:36][C:37]2[CH:42]=[CH:41][C:40](B3OC(C)(C)C(C)(C)O3)=[CH:39][CH:38]=2)[N:12]([C:14]2[CH:19]=[CH:18][C:17]([N:20]3[S:24](=[O:26])(=[O:25])[N:23]([CH2:27][O:28][CH2:29][CH2:30][Si:31]([CH3:34])([CH3:33])[CH3:32])[C:22](=[O:35])[CH2:21]3)=[CH:16][CH:15]=2)[CH:13]=1.[Cl:52][C:53]1[N:54]=[N:55][C:56](Cl)=[CH:57][CH:58]=1, predict the reaction product. The product is: [Cl:52][C:53]1[N:54]=[N:55][C:56]([C:40]2[CH:41]=[CH:42][C:37]([CH2:36][C:11]3[N:12]([C:14]4[CH:19]=[CH:18][C:17]([N:20]5[S:24](=[O:25])(=[O:26])[N:23]([CH2:27][O:28][CH2:29][CH2:30][Si:31]([CH3:32])([CH3:33])[CH3:34])[C:22](=[O:35])[CH2:21]5)=[CH:16][CH:15]=4)[CH:13]=[C:9]([C:3]4[CH:4]=[CH:5][C:6]([Cl:8])=[CH:7][C:2]=4[Cl:1])[N:10]=3)=[CH:38][CH:39]=2)=[CH:57][CH:58]=1. (5) Given the reactants C1(O[C:8](=[O:30])[NH:9][C:10]2[N:11]([C:19]3[CH:24]=[CH:23][CH:22]=[C:21]([O:25][CH2:26][CH2:27][CH2:28][OH:29])[CH:20]=3)[N:12]=[C:13]([C:15]([CH3:18])([CH3:17])[CH3:16])[CH:14]=2)C=CC=CC=1.[N:31]1[CH:36]=[CH:35][C:34]([O:37][C:38]2[CH:43]=[CH:42][C:41]([NH2:44])=[CH:40][CH:39]=2)=[CH:33][CH:32]=1, predict the reaction product. The product is: [C:15]([C:13]1[CH:14]=[C:10]([NH:9][C:8]([NH:44][C:41]2[CH:40]=[CH:39][C:38]([O:37][C:34]3[CH:35]=[CH:36][N:31]=[CH:32][CH:33]=3)=[CH:43][CH:42]=2)=[O:30])[N:11]([C:19]2[CH:24]=[CH:23][CH:22]=[C:21]([O:25][CH2:26][CH2:27][CH2:28][OH:29])[CH:20]=2)[N:12]=1)([CH3:17])([CH3:18])[CH3:16]. (6) The product is: [CH3:1][C:2]1[S:6][C:5]2=[N:7][C:8]([CH3:14])=[C:9]([C:10]([OH:12])=[O:11])[N:4]2[CH:3]=1. Given the reactants [CH3:1][C:2]1[S:6][C:5]2=[N:7][C:8]([CH3:14])=[C:9]([C:10]([O:12]C)=[O:11])[N:4]2[CH:3]=1.[Li+].[OH-], predict the reaction product. (7) Given the reactants Br[C:2]1[CH:7]=[CH:6][C:5]([CH:8]2[CH2:11][CH:10]([CH:12]([CH3:14])[CH3:13])[CH2:9]2)=[C:4]([Cl:15])[CH:3]=1.C1(P(C2C=CC=CC=2)CCCP(C2C=CC=CC=2)C2C=CC=CC=2)C=CC=CC=1.C(N(CC)C(C)C)(C)C.[CH:54]([O:56]CCO)=[CH2:55].Cl, predict the reaction product. The product is: [Cl:15][C:4]1[CH:3]=[C:2]([C:54](=[O:56])[CH3:55])[CH:7]=[CH:6][C:5]=1[CH:8]1[CH2:11][CH:10]([CH:12]([CH3:14])[CH3:13])[CH2:9]1. (8) Given the reactants [Br:1][C:2]1[CH:3]=[CH:4][C:5]([CH:8]([OH:10])[CH3:9])=[N:6][CH:7]=1.[C:11]1(O)[CH:16]=[CH:15][CH:14]=[CH:13][CH:12]=1.C1(P(C2C=CC=CC=2)C2C=CC=CC=2)C=CC=CC=1.N(C(OC(C)C)=O)=NC(OC(C)C)=O, predict the reaction product. The product is: [Br:1][C:2]1[CH:3]=[CH:4][C:5]([CH:8]([O:10][C:11]2[CH:16]=[CH:15][CH:14]=[CH:13][CH:12]=2)[CH3:9])=[N:6][CH:7]=1. (9) Given the reactants C([O:3][C:4](=[O:25])[CH2:5][C:6]1[C:11]([Cl:12])=[CH:10][N:9]=[C:8]([NH:13][CH2:14][C:15]([F:23])([F:22])[C:16]2[CH:21]=[CH:20][CH:19]=[CH:18][N:17]=2)[C:7]=1[F:24])C.[Li+].[OH-].Cl, predict the reaction product. The product is: [Cl:12][C:11]1[C:6]([CH2:5][C:4]([OH:25])=[O:3])=[C:7]([F:24])[C:8]([NH:13][CH2:14][C:15]([F:22])([F:23])[C:16]2[CH:21]=[CH:20][CH:19]=[CH:18][N:17]=2)=[N:9][CH:10]=1.